From a dataset of Full USPTO retrosynthesis dataset with 1.9M reactions from patents (1976-2016). Predict the reactants needed to synthesize the given product. (1) Given the product [Cl:1][C:2]1[CH:10]=[CH:9][C:8]([S:11]([CH3:14])(=[O:13])=[O:12])=[CH:7][C:3]=1[C:4]([O:6][CH3:19])=[O:5], predict the reactants needed to synthesize it. The reactants are: [Cl:1][C:2]1[CH:10]=[CH:9][C:8]([S:11]([CH3:14])(=[O:13])=[O:12])=[CH:7][C:3]=1[C:4]([OH:6])=[O:5].S(Cl)(Cl)=O.[CH3:19]O. (2) Given the product [CH3:1][O:2][C:3]1[CH:4]=[C:5]([CH:6]([OH:7])[CH:13]=[CH2:14])[CH:8]=[CH:9][C:10]=1[O:11][CH3:12], predict the reactants needed to synthesize it. The reactants are: [CH3:1][O:2][C:3]1[CH:4]=[C:5]([CH:8]=[CH:9][C:10]=1[O:11][CH3:12])[CH:6]=[O:7].[CH:13]([Mg]Br)=[CH2:14].[Cl-].[NH4+]. (3) Given the product [CH:15]1([CH:18]=[N:7][S@@:5]([C:2]([CH3:4])([CH3:3])[CH3:1])=[O:6])[CH2:17][CH2:16]1, predict the reactants needed to synthesize it. The reactants are: [CH3:1][C:2]([S@:5]([NH2:7])=[O:6])([CH3:4])[CH3:3].CC(S(N)=O)(C)C.[CH:15]1([CH:18]=O)[CH2:17][CH2:16]1.C1(C=O)CCCCC1.